Dataset: NCI-60 drug combinations with 297,098 pairs across 59 cell lines. Task: Regression. Given two drug SMILES strings and cell line genomic features, predict the synergy score measuring deviation from expected non-interaction effect. (1) Cell line: CAKI-1. Synergy scores: CSS=43.6, Synergy_ZIP=2.23, Synergy_Bliss=-4.41, Synergy_Loewe=-3.77, Synergy_HSA=-0.284. Drug 2: CCC(=C(C1=CC=CC=C1)C2=CC=C(C=C2)OCCN(C)C)C3=CC=CC=C3.C(C(=O)O)C(CC(=O)O)(C(=O)O)O. Drug 1: CC1OCC2C(O1)C(C(C(O2)OC3C4COC(=O)C4C(C5=CC6=C(C=C35)OCO6)C7=CC(=C(C(=C7)OC)O)OC)O)O. (2) Drug 1: CN(C)C1=NC(=NC(=N1)N(C)C)N(C)C. Cell line: SNB-19. Drug 2: CCC1=C2CN3C(=CC4=C(C3=O)COC(=O)C4(CC)O)C2=NC5=C1C=C(C=C5)O. Synergy scores: CSS=32.0, Synergy_ZIP=0.789, Synergy_Bliss=0.690, Synergy_Loewe=-37.6, Synergy_HSA=-0.468. (3) Drug 2: C1CNP(=O)(OC1)N(CCCl)CCCl. Drug 1: C1CC(=O)NC(=O)C1N2CC3=C(C2=O)C=CC=C3N. Synergy scores: CSS=-0.463, Synergy_ZIP=4.48, Synergy_Bliss=2.69, Synergy_Loewe=2.29, Synergy_HSA=1.84. Cell line: HCC-2998. (4) Drug 1: C(CN)CNCCSP(=O)(O)O. Drug 2: CC1C(C(CC(O1)OC2CC(CC3=C2C(=C4C(=C3O)C(=O)C5=C(C4=O)C(=CC=C5)OC)O)(C(=O)CO)O)N)O.Cl. Cell line: MDA-MB-435. Synergy scores: CSS=45.5, Synergy_ZIP=-0.369, Synergy_Bliss=0.737, Synergy_Loewe=-53.0, Synergy_HSA=1.54. (5) Drug 1: COC1=CC(=CC(=C1O)OC)C2C3C(COC3=O)C(C4=CC5=C(C=C24)OCO5)OC6C(C(C7C(O6)COC(O7)C8=CC=CS8)O)O. Drug 2: CC12CCC3C(C1CCC2O)C(CC4=C3C=CC(=C4)O)CCCCCCCCCS(=O)CCCC(C(F)(F)F)(F)F. Cell line: MALME-3M. Synergy scores: CSS=20.4, Synergy_ZIP=-6.97, Synergy_Bliss=-3.23, Synergy_Loewe=-10.1, Synergy_HSA=-3.50. (6) Drug 1: COC1=CC(=CC(=C1O)OC)C2C3C(COC3=O)C(C4=CC5=C(C=C24)OCO5)OC6C(C(C7C(O6)COC(O7)C8=CC=CS8)O)O. Drug 2: CS(=O)(=O)CCNCC1=CC=C(O1)C2=CC3=C(C=C2)N=CN=C3NC4=CC(=C(C=C4)OCC5=CC(=CC=C5)F)Cl. Cell line: HOP-62. Synergy scores: CSS=43.9, Synergy_ZIP=2.81, Synergy_Bliss=2.90, Synergy_Loewe=-26.2, Synergy_HSA=3.69.